From a dataset of Catalyst prediction with 721,799 reactions and 888 catalyst types from USPTO. Predict which catalyst facilitates the given reaction. (1) Reactant: [CH2:1]([CH:3]1[N:12]2[C:7](=[CH:8][C:9](=[O:18])[C:10]([C:13]([O:15][CH2:16][CH3:17])=[O:14])=[CH:11]2)[C:6]2[CH:19]=[C:20]([O:24][CH3:25])[C:21]([OH:23])=[CH:22][C:5]=2[CH2:4]1)[CH3:2].Br[CH2:27][CH2:28][S:29][CH3:30].C([O-])([O-])=O.[K+].[K+]. Product: [CH2:1]([CH:3]1[N:12]2[C:7](=[CH:8][C:9](=[O:18])[C:10]([C:13]([O:15][CH2:16][CH3:17])=[O:14])=[CH:11]2)[C:6]2[CH:19]=[C:20]([O:24][CH3:25])[C:21]([O:23][CH2:27][CH2:28][S:29][CH3:30])=[CH:22][C:5]=2[CH2:4]1)[CH3:2]. The catalyst class is: 3. (2) Reactant: CC(C)([O-])C.[K+].Cl[CH2:8][C:9]([O:11][CH2:12][CH3:13])=[O:10].C(OCC)=O.[NH2:19][C:20]([NH2:22])=[S:21].[C:23]([O-])([O-])=O.[K+].[K+]. Product: [NH2:19][C:20]1[S:21][C:8]([C:9]([O:11][CH2:12][CH3:13])=[O:10])=[CH:23][N:22]=1. The catalyst class is: 20. (3) Reactant: [NH2:1][CH2:2][CH:3]([C:5]1[CH:10]=[CH:9][CH:8]=[CH:7][CH:6]=1)[OH:4].C(N(CC)CC)C.[CH:18]1([CH3:30])[CH2:23][CH2:22][CH:21]([CH:24]([CH3:26])[CH3:25])[CH:20]([C:27](Cl)=[O:28])[CH2:19]1. Product: [OH:4][CH:3]([C:5]1[CH:10]=[CH:9][CH:8]=[CH:7][CH:6]=1)[CH2:2][NH:1][C:27]([CH:20]1[CH2:19][CH:18]([CH3:30])[CH2:23][CH2:22][CH:21]1[CH:24]([CH3:26])[CH3:25])=[O:28]. The catalyst class is: 343.